From a dataset of Reaction yield outcomes from USPTO patents with 853,638 reactions. Predict the reaction yield, written as a fraction of the theoretical maximum amount of product (1.0 means a 100% yield; for example, 0.34 means a 34% yield). (1) The reactants are [BH4-].[Na+].[O:3]=[C:4]1[CH2:18][C@@H:7]2[CH2:8][N:9]([C:11]([O:13][C:14]([CH3:17])([CH3:16])[CH3:15])=[O:12])[CH2:10][C@@H:6]2[CH2:5]1. The catalyst is CO. The product is [OH:3][CH:4]1[CH2:18][C@@H:7]2[CH2:8][N:9]([C:11]([O:13][C:14]([CH3:16])([CH3:15])[CH3:17])=[O:12])[CH2:10][C@@H:6]2[CH2:5]1. The yield is 0.980. (2) The yield is 0.360. The product is [ClH:38].[Br:26][C:8]1[C:9]([N:11]2[CH2:16][CH2:15][CH2:14][C@@H:13]([N:17]([CH3:25])[C:18](=[O:24])[O:19][C:20]([CH3:21])([CH3:22])[CH3:23])[CH2:12]2)=[C:10]2[C:2]([NH:1][C:36]([CH:33]3[CH2:35][CH2:34]3)=[O:37])=[CH:3][NH:4][C:5]2=[N:6][CH:7]=1. The catalyst is CN1C(=O)CCC1.CCOC(C)=O.CC#N.O. The reactants are [NH2:1][C:2]1[C:10]2[C:5](=[N:6][CH:7]=[C:8]([Br:26])[C:9]=2[N:11]2[CH2:16][CH2:15][CH2:14][C@@H:13]([N:17]([CH3:25])[C:18](=[O:24])[O:19][C:20]([CH3:23])([CH3:22])[CH3:21])[CH2:12]2)[NH:4][CH:3]=1.N1C=CC=CC=1.[CH:33]1([C:36]([Cl:38])=[O:37])[CH2:35][CH2:34]1.O[Li].O. (3) The reactants are [F:1][C:2]1[CH:28]=[C:27]([N+:29]([O-])=O)[CH:26]=[CH:25][C:3]=1[O:4][C:5]1[CH:10]=[CH:9][N:8]=[C:7]2[N:11](C(OC(C)(C)C)=O)[CH:12]=[C:13]([C:14]#[C:15][CH2:16][OH:17])[C:6]=12. The catalyst is C1COCC1.CO.[Pd]. The product is [NH2:29][C:27]1[CH:26]=[CH:25][C:3]([O:4][C:5]2[CH:10]=[CH:9][N:8]=[C:7]3[NH:11][CH:12]=[C:13]([CH2:14][CH2:15][CH2:16][OH:17])[C:6]=23)=[C:2]([F:1])[CH:28]=1. The yield is 0.130. (4) The reactants are I[C:2]1[C:10]2[C:5](=[CH:6][CH:7]=[CH:8][CH:9]=2)[NH:4][N:3]=1.[NH:11]1[C:19]2[C:14](=[CH:15][CH:16]=[CH:17][CH:18]=2)[C:13]2([CH2:21][CH2:20]2)[C:12]1=[O:22].CC1(C)C(C)(C)OB(/[CH:31]=[CH:32]/[C:33]2[CH:34]=[N:35][CH:36]=[CH:37][CH:38]=2)O1.C(OCC)(=O)C. The catalyst is CN(C=O)C.O.C1C=CC([P]([Pd]([P](C2C=CC=CC=2)(C2C=CC=CC=2)C2C=CC=CC=2)([P](C2C=CC=CC=2)(C2C=CC=CC=2)C2C=CC=CC=2)[P](C2C=CC=CC=2)(C2C=CC=CC=2)C2C=CC=CC=2)(C2C=CC=CC=2)C2C=CC=CC=2)=CC=1. The product is [N:35]1[CH:36]=[CH:37][CH:38]=[C:33](/[CH:32]=[CH:31]/[C:2]2[C:10]3[C:5](=[CH:6][C:7]([C@H:20]4[C@@:13]5([C:14]6[C:19](=[CH:18][CH:17]=[CH:16][CH:15]=6)[NH:11][C:12]5=[O:22])[CH2:21]4)=[CH:8][CH:9]=3)[NH:4][N:3]=2)[CH:34]=1. The yield is 0.440.